This data is from Full USPTO retrosynthesis dataset with 1.9M reactions from patents (1976-2016). The task is: Predict the reactants needed to synthesize the given product. (1) Given the product [CH:77]1[CH:78]=[CH:79][C:80]([O:93][CH2:24][CH2:29][O:30][C:31]2[CH:32]=[CH:33][CH:34]=[CH:35][C:36]=2[N:119]([CH2:124][C:125]([OH:127])=[O:126])[CH2:120][C:121]([OH:123])=[O:122])=[C:81]([N:148]([CH2:153][C:154]([OH:156])=[O:155])[CH2:149][C:150]([OH:152])=[O:151])[CH:82]=1, predict the reactants needed to synthesize it. The reactants are: P([O-])([O-])([O-])=O.[Ca+2].P([O-])([O-])([O-])=O.[Ca+2].[Ca+2].C1C=C2C(OC3([C:36]4[C:31](=[CH:32][C:33](O)=[C:34](CN(CC(O)=O)CC(O)=O)[CH:35]=4)[O:30][C:29]4[C:24]3=CC(CN(CC(O)=O)CC(O)=O)=C(O)C=4)C2=CC=1)=O.CC1C=C(C2([C:77]3[CH:82]=[C:81](CN(CC(O)=O)CC(O)=O)[C:80]([OH:93])=[C:79](C)[CH:78]=3)OS(=O)(=O)C3C2=CC=CC=3)C=C(CN(CC(O)=O)CC(O)=O)C=1O.CC1C2C=CC(O)=C(C[N:119]([CH2:124][C:125]([OH:127])=[O:126])[CH2:120][C:121]([OH:123])=[O:122])C=2OC(=O)C=1.C1C=C2C(C3C(C(=O)C2=CC=1)=C(O)C(O)=C(C[N:148]([CH2:153][C:154]([OH:156])=[O:155])[CH2:149][C:150]([OH:152])=[O:151])C=3)=O.C[C@@H]1[C@@H]2C(=C(O)[C@]3(O)C(=O)C(C(N)=O)=C(O)[C@@H](N(C)C)[C@@H]3[C@H]2O)C(=O)C2C(O)=CC=CC1=2.C[C@]1(O)[C@@H]2C(=C(O)[C@]3(O)C(=O)C(C(N)=O)=C(O)[C@@H](N(C)C)[C@@H]3[C@H]2O)C(=O)C2C(O)=CC=CC1=2.C[C@]1(O)[C@@H]2C(=C(O)[C@]3(O)C(=O)C(C(NCN4CCCC4)=O)=C(O)[C@@H](N(C)C)[C@@H]3C2)C(=O)C2C(O)=CC=CC1=2. (2) Given the product [Cl:31][C:32]1[CH:33]=[CH:34][C:35]([NH:38][C:39](=[O:62])[NH:40][C:41]2[CH:42]=[CH:43][C:44]([C:47]3[S:51][C:50]([CH:52]4[CH2:53][CH2:54][CH:55]([C:58]([OH:60])=[O:59])[CH2:56][CH2:57]4)=[N:49][CH:48]=3)=[CH:45][CH:46]=2)=[CH:36][CH:37]=1, predict the reactants needed to synthesize it. The reactants are: FC(F)(F)C1C=C(NC(=O)NC2C=CC(C3SC(CCC(O)=O)=NC=3)=CC=2)C=CC=1.[Cl:31][C:32]1[CH:37]=[CH:36][C:35]([NH:38][C:39](=[O:62])[NH:40][C:41]2[CH:46]=[CH:45][C:44]([C:47]3[S:51][C:50]([CH:52]4[CH2:57][CH2:56][CH:55]([C:58]([O:60]C)=[O:59])[CH2:54][CH2:53]4)=[N:49][CH:48]=3)=[CH:43][CH:42]=2)=[CH:34][CH:33]=1. (3) Given the product [CH2:18]1[C:26]2[C:21](=[CH:22][C:23]([NH:27][C:28](=[O:29])[O:17][C:13]3[CH:12]=[C:11]4[C:16](=[CH:15][CH:14]=3)[N:8]([CH2:1][C:2]3[CH:3]=[CH:4][CH:5]=[CH:6][CH:7]=3)[CH2:9][CH2:10]4)=[CH:24][CH:25]=2)[CH2:20][CH2:19]1, predict the reactants needed to synthesize it. The reactants are: [CH2:1]([N:8]1[C:16]2[C:11](=[CH:12][C:13]([OH:17])=[CH:14][CH:15]=2)[CH2:10][CH2:9]1)[C:2]1[CH:7]=[CH:6][CH:5]=[CH:4][CH:3]=1.[CH2:18]1[C:26]2[C:21](=[CH:22][C:23]([N:27]=[C:28]=[O:29])=[CH:24][CH:25]=2)[CH2:20][CH2:19]1. (4) Given the product [CH3:10][C:8]1([C:5]2[CH:6]=[CH:7][C:2]([CH3:1])=[CH:3][CH:4]=2)[O:14][CH2:13][CH2:12][CH2:11][O:9]1, predict the reactants needed to synthesize it. The reactants are: [CH3:1][C:2]1[CH:7]=[CH:6][C:5]([C:8]([CH3:10])=[O:9])=[CH:4][CH:3]=1.[CH2:11](O)[CH2:12][CH2:13][OH:14].CO.C1C(=O)N(Br)C(=O)C1. (5) Given the product [CH:22](=[N:20][N:19]([C:13]1[CH:14]=[CH:15][C:16]([O:17][CH3:18])=[CH:11][CH:12]=1)[C:1](=[O:8])[C:2]1[CH:7]=[CH:6][CH:5]=[CH:4][CH:3]=1)[CH3:23], predict the reactants needed to synthesize it. The reactants are: [C:1](Cl)(=[O:8])[C:2]1[CH:7]=[CH:6][CH:5]=[CH:4][CH:3]=1.Cl[C:11]1[CH:12]=[C:13]([NH:19][NH2:20])[CH:14]=[CH:15][C:16]=1[O:17][CH3:18].N1C=CC=[CH:23][CH:22]=1. (6) Given the product [ClH:1].[OH:2][C@H:3]1[CH2:7][CH2:6][NH:5][C@@H:4]1[C:8]([O:10][CH3:11])=[O:9], predict the reactants needed to synthesize it. The reactants are: [ClH:1].[OH:2][C@H:3]1[CH2:7][CH2:6][NH:5][C@@H:4]1[C:8]([OH:10])=[O:9].[CH3:11]O. (7) Given the product [F:11][C:12]1[N:17]=[CH:16][C:15]([CH:18]([N:20]2[CH2:25][CH2:24][O:23][CH2:22][CH2:21]2)[CH3:19])=[CH:14][C:13]=1[C:2]1[CH:7]=[C:6]([S:8][CH3:9])[N:5]=[C:4]([CH3:10])[N:3]=1, predict the reactants needed to synthesize it. The reactants are: Cl[C:2]1[CH:7]=[C:6]([S:8][CH3:9])[N:5]=[C:4]([CH3:10])[N:3]=1.[F:11][C:12]1[N:17]=[CH:16][C:15]([CH:18]([N:20]2[CH2:25][CH2:24][O:23][CH2:22][CH2:21]2)[CH3:19])=[CH:14][C:13]=1B1OC(C)(C)C(C)(C)O1.C(=O)([O-])[O-].[Na+].[Na+].COCCOC. (8) Given the product [P:1]([O-:42])([O-:41])([O:3][CH2:4][N:5]1[C:9]2=[N:10][CH:11]=[C:12]([C:14](=[O:40])[NH:15][CH:16]3[CH2:17][CH2:18][C:19](=[CH:22][C:23]4[CH:28]=[CH:27][CH:26]=[C:25]([O:29][C:30]5[CH:35]=[CH:34][C:33]([C:36]([F:37])([F:38])[F:39])=[CH:32][N:31]=5)[CH:24]=4)[CH2:20][CH2:21]3)[CH:13]=[C:8]2[CH:7]=[CH:6]1)=[O:2].[Na+:47].[Na+:47], predict the reactants needed to synthesize it. The reactants are: [P:1]([OH:42])([OH:41])([O:3][CH2:4][N:5]1[C:9]2=[N:10][CH:11]=[C:12]([C:14](=[O:40])[NH:15][CH:16]3[CH2:21][CH2:20][C:19](=[CH:22][C:23]4[CH:28]=[CH:27][CH:26]=[C:25]([O:29][C:30]5[CH:35]=[CH:34][C:33]([C:36]([F:39])([F:38])[F:37])=[CH:32][N:31]=5)[CH:24]=4)[CH2:18][CH2:17]3)[CH:13]=[C:8]2[CH:7]=[CH:6]1)=[O:2].C(=O)([O-])[O-].[Na+:47].[Na+].